Dataset: Catalyst prediction with 721,799 reactions and 888 catalyst types from USPTO. Task: Predict which catalyst facilitates the given reaction. (1) Reactant: Br[C:2]1[C:3]([C:23]2[CH:28]=[CH:27][C:26]([Cl:29])=[CH:25][CH:24]=2)=[CH:4][C:5]2[N:6]([C:8]([CH2:11][C:12]3[C:13]([CH3:22])=[N:14][C:15]([C:18]([F:21])([F:20])[F:19])=[CH:16][CH:17]=3)=[N:9][N:10]=2)[CH:7]=1.[Cl:30][C:31]1[CH:36]=[C:35]([CH3:37])[CH:34]=[CH:33][C:32]=1B(O)O.C([O-])([O-])=O.[K+].[K+].ClC1C=CC(C2C(C3C=CC(Cl)=CC=3Cl)=CN3C(CC4C=NC(C(F)(F)F)=CC=4)=NN=C3C=2)=CC=1. Product: [Cl:29][C:26]1[CH:27]=[CH:28][C:23]([C:3]2[C:2]([C:32]3[CH:33]=[CH:34][C:35]([CH3:37])=[CH:36][C:31]=3[Cl:30])=[CH:7][N:6]3[C:8]([CH2:11][C:12]4[C:13]([CH3:22])=[N:14][C:15]([C:18]([F:20])([F:19])[F:21])=[CH:16][CH:17]=4)=[N:9][N:10]=[C:5]3[CH:4]=2)=[CH:24][CH:25]=1. The catalyst class is: 77. (2) Reactant: [C:1]([C:4]1[CH:27]=[CH:26][C:7]([O:8][CH2:9][C:10]2[CH:15]=[CH:14][C:13]([CH:16](O)[C:17]3[CH:18]=[C:19]([CH:22]=[CH:23][CH:24]=3)[C:20]#[N:21])=[CH:12][CH:11]=2)=[C:6]([CH2:28][CH2:29][CH3:30])[C:5]=1[OH:31])(=[O:3])[CH3:2].N12CCCN=C1CCCCC2.C1(P([N:57]=[N+:58]=[N-:59])(C2C=CC=CC=2)=O)C=CC=CC=1. Product: [C:1]([C:4]1[CH:27]=[CH:26][C:7]([O:8][CH2:9][C:10]2[CH:15]=[CH:14][C:13]([CH:16]([N:57]=[N+:58]=[N-:59])[C:17]3[CH:18]=[C:19]([CH:22]=[CH:23][CH:24]=3)[C:20]#[N:21])=[CH:12][CH:11]=2)=[C:6]([CH2:28][CH2:29][CH3:30])[C:5]=1[OH:31])(=[O:3])[CH3:2]. The catalyst class is: 7. (3) Reactant: [C:1]([N:5]1[CH2:10][CH2:9][N:8]([C:11]2[CH:16]=[CH:15][C:14]([NH:17][C:18]3[C:27]4[C:22](=[CH:23][CH:24]=[C:25]([C:28]5[CH:29]=[N:30][C:31]6[C:36]([CH:37]=5)=[CH:35][CH:34]=[CH:33][CH:32]=6)[CH:26]=4)[N:21]=[CH:20][C:19]=3[C:38]([OH:40])=[O:39])=[CH:13][C:12]=2[C:41]([F:44])([F:43])[F:42])[CH2:7][CH2:6]1)(=[O:4])[CH2:2][CH3:3].Cl[C:46](Cl)([O:48]C(=O)OC(Cl)(Cl)Cl)Cl.CCN(C(C)C)C(C)C. Product: [C:1]([N:5]1[CH2:6][CH2:7][N:8]([C:11]2[CH:16]=[CH:15][C:14]([N:17]3[C:18]4[C:27]5[CH:26]=[C:25]([C:28]6[CH:29]=[N:30][C:31]7[C:36]([CH:37]=6)=[CH:35][CH:34]=[CH:33][CH:32]=7)[CH:24]=[CH:23][C:22]=5[N:21]=[CH:20][C:19]=4[C:38](=[O:40])[O:39][C:46]3=[O:48])=[CH:13][C:12]=2[C:41]([F:42])([F:43])[F:44])[CH2:9][CH2:10]1)(=[O:4])[CH2:2][CH3:3]. The catalyst class is: 2.